This data is from Forward reaction prediction with 1.9M reactions from USPTO patents (1976-2016). The task is: Predict the product of the given reaction. Given the reactants [NH:1]1[C:5]2[CH:6]=[CH:7][CH:8]=[CH:9][C:4]=2[N:3]=[C:2]1[CH2:10][CH2:11][CH2:12][N:13]([CH3:31])[CH2:14][CH2:15][C:16]1([OH:30])[CH2:21][CH:20]2[CH2:22][CH2:23][CH:17]1[CH:18]=[C:19]2[C:24]1[CH:29]=[CH:28][CH:27]=[CH:26][CH:25]=1.CCN(CC)CC.[C:39](Cl)(=[O:43])[CH:40]([CH3:42])[CH3:41], predict the reaction product. The product is: [NH:1]1[C:5]2[CH:6]=[CH:7][CH:8]=[CH:9][C:4]=2[N:3]=[C:2]1[CH2:10][CH2:11][CH2:12][N:13]([CH3:31])[CH2:14][CH2:15][C@:16]1([O:30][C:39](=[O:43])[CH:40]([CH3:42])[CH3:41])[CH2:21][C@H:20]2[CH2:22][CH2:23][C@@H:17]1[CH:18]=[C:19]2[C:24]1[CH:25]=[CH:26][CH:27]=[CH:28][CH:29]=1.